This data is from Carcinogenicity classification data from Lagunin et al.. The task is: Regression/Classification. Given a drug SMILES string, predict its toxicity properties. Task type varies by dataset: regression for continuous values (e.g., LD50, hERG inhibition percentage) or binary classification for toxic/non-toxic outcomes (e.g., AMES mutagenicity, cardiotoxicity, hepatotoxicity). Dataset: carcinogens_lagunin. (1) The compound is CNCCc1ccc(OC(=O)C(C)C)c(OC(=O)C(C)C)c1. The result is 1 (carcinogenic). (2) The compound is C=C[C@H]1CN2CC[C@H]1C[C@H]2[C@H](O)c1ccnc2ccccc12. The result is 0 (non-carcinogenic). (3) The drug is O=c1cccc2n1C[C@@H]1CNC[C@H]2C1. The result is 0 (non-carcinogenic).